This data is from Full USPTO retrosynthesis dataset with 1.9M reactions from patents (1976-2016). The task is: Predict the reactants needed to synthesize the given product. (1) Given the product [OH:1][CH2:2][CH2:3][N:4]([CH2:12][CH2:13][N:14]1[CH2:19][CH2:18][S:17][C:16]2[CH:20]=[C:21]([NH:24][C:33]([C:29]3[S:28][CH:32]=[CH:31][CH:30]=3)=[NH:34])[CH:22]=[CH:23][C:15]1=2)[C:5](=[O:11])[O:6][C:7]([CH3:10])([CH3:9])[CH3:8], predict the reactants needed to synthesize it. The reactants are: [OH:1][CH2:2][CH2:3][N:4]([CH2:12][CH2:13][N:14]1[CH2:19][CH2:18][S:17][C:16]2[CH:20]=[C:21]([N+:24]([O-])=O)[CH:22]=[CH:23][C:15]1=2)[C:5](=[O:11])[O:6][C:7]([CH3:10])([CH3:9])[CH3:8].I.[S:28]1[CH:32]=[CH:31][CH:30]=[C:29]1[C:33](SC)=[NH:34].CO.C(Cl)Cl.N. (2) The reactants are: [N:1]([CH2:4][C:5]1[CH:14]=[C:13]2[C:8]([C:9]([C:16]3[CH:21]=[CH:20][CH:19]=[C:18]([F:22])[CH:17]=3)=[CH:10][C:11](=[O:15])[O:12]2)=[CH:7][CH:6]=1)=[N+:2]=[N-:3].[CH2:23]([C:25]([OH:30])([CH2:28][CH3:29])[C:26]#[CH:27])[CH3:24].C1COCC1. Given the product [CH2:26]([C:25]([C:23]1[N:3]=[N:2][N:1]([CH2:4][C:5]2[CH:14]=[C:13]3[C:8]([C:9]([C:16]4[CH:21]=[CH:20][CH:19]=[C:18]([F:22])[CH:17]=4)=[CH:10][C:11](=[O:15])[O:12]3)=[CH:7][CH:6]=2)[CH:24]=1)([OH:30])[CH2:28][CH3:29])[CH3:27], predict the reactants needed to synthesize it. (3) Given the product [CH3:1][C:2]1[N:6]([CH:7]([CH3:8])[CH3:9])[C:5]([C:10]2[CH:15]=[CH:14][N:13]=[C:12]([NH:16][C@H:17]3[CH2:18][CH2:19][CH2:36][N:37]([C:41]([O:43][C:44]([CH3:47])([CH3:46])[CH3:45])=[O:42])[CH2:22]3)[N:11]=2)=[CH:4][N:3]=1, predict the reactants needed to synthesize it. The reactants are: [CH3:1][C:2]1[N:6]([CH:7]([CH3:9])[CH3:8])[C:5]([C:10]2[CH:15]=[CH:14][N:13]=[C:12]([NH:16][CH:17]3[CH2:22]CN(S(CCCN4CCCC4)(=O)=O)[CH2:19][CH2:18]3)[N:11]=2)=[CH:4][N:3]=1.N[C@H]1CCC[N:37]([C:41]([O:43][C:44]([CH3:47])([CH3:46])[CH3:45])=[O:42])[CH2:36]1. (4) Given the product [CH3:3][N:4]1[C:8]([CH2:9][OH:10])=[CH:7][C:6]([N+:13]([O-:15])=[O:14])=[N:5]1, predict the reactants needed to synthesize it. The reactants are: [Li+].[BH4-].[CH3:3][N:4]1[C:8]([C:9](OC)=[O:10])=[CH:7][C:6]([N+:13]([O-:15])=[O:14])=[N:5]1.